Dataset: Full USPTO retrosynthesis dataset with 1.9M reactions from patents (1976-2016). Task: Predict the reactants needed to synthesize the given product. (1) The reactants are: [C:1]([C:4]1[CH:9]=[CH:8][N:7]2[C:10]([C:13]([O:15][CH2:16][CH3:17])=[O:14])=[CH:11][N:12]=[C:6]2[CH:5]=1)(=[O:3])[CH3:2].[BH4-].[Na+]. Given the product [OH:3][CH:1]([C:4]1[CH:9]=[CH:8][N:7]2[C:10]([C:13]([O:15][CH2:16][CH3:17])=[O:14])=[CH:11][N:12]=[C:6]2[CH:5]=1)[CH3:2], predict the reactants needed to synthesize it. (2) Given the product [CH2:24]([O:23][C:21](=[O:22])[CH2:20][O:1][C:2]1[CH:17]=[CH:16][C:5]([C:6]([O:8][CH2:9][C:10]2[CH:15]=[CH:14][CH:13]=[CH:12][CH:11]=2)=[O:7])=[CH:4][CH:3]=1)[CH3:25], predict the reactants needed to synthesize it. The reactants are: [OH:1][C:2]1[CH:17]=[CH:16][C:5]([C:6]([O:8][CH2:9][C:10]2[CH:15]=[CH:14][CH:13]=[CH:12][CH:11]=2)=[O:7])=[CH:4][CH:3]=1.[N+](=[CH:20][C:21]([O:23][CH2:24][CH3:25])=[O:22])=[N-]. (3) The reactants are: C(N(CC)CC)C.Br[C:9]1[CH:10]=[N:11][CH:12]=[C:13]([CH:16]=1)[C:14]#[N:15].[C:17]([C:19]1[CH:24]=[CH:23][CH:22]=[C:21]([C:25]([F:28])([F:27])[F:26])[CH:20]=1)#[CH:18]. Given the product [F:26][C:25]([F:27])([F:28])[C:21]1[CH:20]=[C:19]([C:17]#[C:18][C:9]2[CH:10]=[N:11][CH:12]=[C:13]([CH:16]=2)[C:14]#[N:15])[CH:24]=[CH:23][CH:22]=1, predict the reactants needed to synthesize it. (4) The reactants are: [C:1]([O:5][C:6](=[O:28])[NH:7][CH:8]([C:20]1[CH:25]=[CH:24][C:23]([Cl:26])=[C:22]([Cl:27])[CH:21]=1)[C:9]([C:11]1[CH:16]=[CH:15][C:14](Br)=[C:13]([O:18][CH3:19])[CH:12]=1)=[O:10])([CH3:4])([CH3:3])[CH3:2].[F:29][C:30]1[CH:31]=[C:32](B(O)O)[CH:33]=[N:34][CH:35]=1. Given the product [C:1]([O:5][C:6](=[O:28])[NH:7][CH:8]([C:20]1[CH:25]=[CH:24][C:23]([Cl:26])=[C:22]([Cl:27])[CH:21]=1)[C:9]([C:11]1[CH:16]=[CH:15][C:14]([C:32]2[CH:33]=[N:34][CH:35]=[C:30]([F:29])[CH:31]=2)=[C:13]([O:18][CH3:19])[CH:12]=1)=[O:10])([CH3:4])([CH3:3])[CH3:2], predict the reactants needed to synthesize it. (5) Given the product [CH3:1][O:2][C:3](=[O:26])[CH2:4][CH2:5][CH2:6][CH2:7][CH2:8][O:9][C:10]1[CH:11]=[CH:12][C:13]2[N:17]=[C:16]([N:27]3[CH2:32][CH2:31][CH2:30][CH2:29][CH2:28]3)[N:15]([C:19]3[CH:24]=[CH:23][CH:22]=[CH:21][CH:20]=3)[C:14]=2[CH:25]=1, predict the reactants needed to synthesize it. The reactants are: [CH3:1][O:2][C:3](=[O:26])[CH2:4][CH2:5][CH2:6][CH2:7][CH2:8][O:9][C:10]1[CH:11]=[CH:12][C:13]2[N:17]=[C:16](Cl)[N:15]([C:19]3[CH:24]=[CH:23][CH:22]=[CH:21][CH:20]=3)[C:14]=2[CH:25]=1.[NH:27]1[CH2:32][CH2:31][CH2:30][CH2:29][CH2:28]1. (6) Given the product [C:23]([O:22][C:20]([N:27]1[CH2:32][CH2:31][N:30]([C:3]2[CH:4]=[CH:5][CH:6]=[C:7]([C:8]([F:11])([F:10])[F:9])[C:2]=2[Cl:1])[CH2:29][CH2:28]1)=[O:21])([CH3:26])([CH3:24])[CH3:25], predict the reactants needed to synthesize it. The reactants are: [Cl:1][C:2]1[C:7]([C:8]([F:11])([F:10])[F:9])=[CH:6][CH:5]=[CH:4][C:3]=1OS(C(F)(F)F)(=O)=O.[C:20]([N:27]1[CH2:32][CH2:31][NH:30][CH2:29][CH2:28]1)([O:22][C:23]([CH3:26])([CH3:25])[CH3:24])=[O:21].CC(C)([O-])C.[Na+]. (7) Given the product [N+:1]([C:4]1[CH:22]=[CH:21][C:7]([C:8]([N:10]2[C:16]3[CH:17]=[CH:18][CH:19]=[CH:20][C:15]=3[N:14]([CH2:25][C:26]([O:28][CH2:29][CH3:30])=[O:27])[CH2:13][CH2:12][CH2:11]2)=[O:9])=[C:6]([Cl:23])[CH:5]=1)([O-:3])=[O:2], predict the reactants needed to synthesize it. The reactants are: [N+:1]([C:4]1[CH:22]=[CH:21][C:7]([C:8]([N:10]2[C:16]3[CH:17]=[CH:18][CH:19]=[CH:20][C:15]=3[N:14]=[CH:13][CH:12]=[CH:11]2)=[O:9])=[C:6]([Cl:23])[CH:5]=1)([O-:3])=[O:2].Br[CH2:25][C:26]([O:28][CH2:29][CH3:30])=[O:27].C1CCN2C(=NCCC2)CC1.